This data is from Forward reaction prediction with 1.9M reactions from USPTO patents (1976-2016). The task is: Predict the product of the given reaction. (1) Given the reactants [N:1]([O-:3])=O.[Na+].[CH3:5][O:6][C:7](=[O:12])[CH2:8][C:9](=[O:11])[CH3:10], predict the reaction product. The product is: [CH3:5][O:6][C:7](=[O:12])[C:8](=[N:1][OH:3])[C:9](=[O:11])[CH3:10]. (2) Given the reactants [F:1][C:2]1[CH:9]=[C:8]([OH:10])[CH:7]=[C:6]([F:11])[C:3]=1[C:4]#[N:5].[OH-].[Na+], predict the reaction product. The product is: [F:1][C:2]1[CH:9]=[C:8]([OH:10])[CH:7]=[C:6]([F:11])[C:3]=1[C:4]#[N:5].[NH3:5]. (3) Given the reactants [OH:1][N:2]=[C:3]([C:9]1[N:13]([CH3:14])[CH:12]=[N:11][CH:10]=1)[C:4]1[S:5][CH:6]=[CH:7][CH:8]=1.Br[CH2:16][C:17]1[N:22]=[C:21]([N:23]2[C:31](=[O:32])[C:30]3[C:25](=[CH:26][CH:27]=[CH:28][CH:29]=3)[C:24]2=[O:33])[CH:20]=[CH:19][CH:18]=1.C(=O)([O-])[O-].[Cs+].[Cs+].[I-].[K+], predict the reaction product. The product is: [CH3:14][N:13]1[C:9]([C:3](=[N:2][O:1][CH2:16][C:17]2[N:22]=[C:21]([N:23]3[C:24](=[O:33])[C:25]4[C:30](=[CH:29][CH:28]=[CH:27][CH:26]=4)[C:31]3=[O:32])[CH:20]=[CH:19][CH:18]=2)[C:4]2[S:5][CH:6]=[CH:7][CH:8]=2)=[CH:10][N:11]=[CH:12]1. (4) The product is: [S:1]1[C:5]([C:6](=[N:9][OH:10])[NH2:7])=[CH:4][N:3]=[CH:2]1. Given the reactants [S:1]1[C:5]([C:6]#[N:7])=[CH:4][N:3]=[CH:2]1.Cl.[NH2:9][OH:10].CCN(C(C)C)C(C)C, predict the reaction product.